Dataset: Reaction yield outcomes from USPTO patents with 853,638 reactions. Task: Predict the reaction yield, written as a fraction of the theoretical maximum amount of product (1.0 means a 100% yield; for example, 0.34 means a 34% yield). (1) The reactants are [Si:1]([O:8][CH:9]([CH:15]1[CH2:24][CH2:23][C:22]2[C:17](=[CH:18][CH:19]=[CH:20][CH:21]=2)[CH2:16]1)[C:10]1[O:11][CH:12]=[CH:13][N:14]=1)([C:4]([CH3:7])([CH3:6])[CH3:5])([CH3:3])[CH3:2].[Li]CCCC.[Sn:30](Cl)([CH2:39][CH2:40][CH2:41][CH3:42])([CH2:35][CH2:36][CH2:37][CH3:38])[CH2:31][CH2:32][CH2:33][CH3:34]. The catalyst is C1COCC1.CCOC(C)=O. The product is [Si:1]([O:8][CH:9]([CH:15]1[CH2:24][CH2:23][C:22]2[C:17](=[CH:18][CH:19]=[CH:20][CH:21]=2)[CH2:16]1)[C:10]1[O:11][C:12]([Sn:30]([CH2:35][CH2:36][CH2:37][CH3:38])([CH2:39][CH2:40][CH2:41][CH3:42])[CH2:31][CH2:32][CH2:33][CH3:34])=[CH:13][N:14]=1)([C:4]([CH3:7])([CH3:5])[CH3:6])([CH3:3])[CH3:2]. The yield is 0.650. (2) The reactants are FC(F)(F)C(O)=O.[Cl:8][C:9]1[S:16][C:15]2[C:14]3([CH:20]([C:21]4[CH:26]=[CH:25][CH:24]=[C:23]([Cl:27])[C:22]=4[F:28])[CH:19]([C:29](O)=[O:30])[NH:18][CH:17]3[CH2:32][C:33]([CH3:36])([CH3:35])[CH3:34])[C:13](=[O:37])[NH:12][C:11]=2[CH:10]=1.C(N(C(C)C)CC)(C)C.C1(P(Cl)(C2C=CC=CC=2)=O)C=CC=CC=1.[Si]([O:69][CH2:70][CH2:71][O:72][C:73]1[CH:79]=[CH:78][C:76]([NH2:77])=[C:75]([O:80][CH3:81])[CH:74]=1)(C(C)(C)C)(C)C.Cl. The catalyst is ClCCl. The product is [Cl:8][C:9]1[S:16][C:15]2[C:14]3([CH:20]([C:21]4[CH:26]=[CH:25][CH:24]=[C:23]([Cl:27])[C:22]=4[F:28])[CH:19]([C:29]([NH:77][C:76]4[CH:78]=[CH:79][C:73]([O:72][CH2:71][CH2:70][OH:69])=[CH:74][C:75]=4[O:80][CH3:81])=[O:30])[NH:18][CH:17]3[CH2:32][C:33]([CH3:35])([CH3:36])[CH3:34])[C:13](=[O:37])[NH:12][C:11]=2[CH:10]=1. The yield is 0.510. (3) The reactants are [NH2:1][C:2]1[CH:12]=[CH:11][C:5]([C:6]([N:8]([CH3:10])[CH3:9])=[O:7])=[CH:4][CH:3]=1.[Br:13][C:14]1[CH:19]=[CH:18][C:17]([N:20]=[C:21]=[O:22])=[CH:16][CH:15]=1. The catalyst is C(Cl)Cl. The product is [Br:13][C:14]1[CH:19]=[CH:18][C:17]([NH:20][C:21](=[O:22])[NH:1][C:2]2[CH:12]=[CH:11][C:5]([C:6]([N:8]([CH3:10])[CH3:9])=[O:7])=[CH:4][CH:3]=2)=[CH:16][CH:15]=1. The yield is 0.880. (4) The reactants are [C:1]([C:4]1([C:10]2[CH:15]=[CH:14][CH:13]=[CH:12][CH:11]=2)[CH2:9][CH2:8][NH:7][CH2:6][CH2:5]1)(=[O:3])[CH3:2].Br.Br[CH2:18][CH2:19][CH2:20][NH2:21].C(=O)([O-])[O-].[K+].[K+]. The yield is 0.400. The product is [C:1]([C:4]1([C:10]2[CH:15]=[CH:14][CH:13]=[CH:12][CH:11]=2)[CH2:5][CH2:6][N:7]([CH2:18][CH2:19][CH2:20][NH2:21])[CH2:8][CH2:9]1)(=[O:3])[CH3:2]. The catalyst is O1CCOCC1. (5) The reactants are C(O[C:6]([NH:8][CH:9]1[CH2:14][CH:13]([CH3:15])[NH:12][CH:11]([CH3:16])[CH2:10]1)=O)(C)(C)C.CC1NC(C)=CC=1[C:23]1[CH:28]=[CH:27][CH:26]=[C:25]([C:29]2[CH:34]=[CH:33][C:32]([CH2:35][C:36](O)=O)=[CH:31][CH:30]=2)[N:24]=1.CSC.B.Cl.[NH2:45]O.[2H]C(Cl)(Cl)Cl.CO[2H]. The catalyst is C(O)C.O1CCCC1. The product is [CH3:16][CH:11]1[CH2:10][CH:9]([NH:8][CH3:6])[CH2:14][CH:13]([CH3:15])[N:12]1[CH2:36][CH2:35][C:32]1[CH:33]=[CH:34][C:29]([C:25]2[N:24]=[C:23]([NH2:45])[CH:28]=[CH:27][CH:26]=2)=[CH:30][CH:31]=1. The yield is 0.750. (6) The reactants are C([O:3][C:4]([C:6]1([NH:15][C:16]([C:18]2[C:26]3[O:25][C:24]([F:28])([F:27])[O:23][C:22]=3[CH:21]=[CH:20][CH:19]=2)=[O:17])[CH2:14][C:13]2[C:8](=[CH:9][CH:10]=[CH:11][CH:12]=2)[CH2:7]1)=[O:5])C.O1CCOCC1.CO.O. The catalyst is CO.C(Cl)Cl. The product is [F:28][C:24]1([F:27])[O:23][C:22]2[CH:21]=[CH:20][CH:19]=[C:18]([C:16]([NH:15][C:6]3([C:4]([OH:5])=[O:3])[CH2:7][C:8]4[C:13](=[CH:12][CH:11]=[CH:10][CH:9]=4)[CH2:14]3)=[O:17])[C:26]=2[O:25]1. The yield is 0.940. (7) The reactants are [CH3:1][O:2][C:3]1[CH:4]=[C:5]2[C:10](=[CH:11][CH:12]=1)[C:9]([OH:13])=[N:8][CH:7]=[CH:6]2.[F:14][C:15]1[CH:20]=[CH:19][C:18](I)=[CH:17][CH:16]=1.N1CCC[C@H]1C(O)=O.C(=O)([O-])[O-].[K+].[K+]. The catalyst is [Cu]I.CS(C)=O. The product is [F:14][C:15]1[CH:20]=[CH:19][C:18]([N:8]2[CH:7]=[CH:6][C:5]3[C:10](=[CH:11][CH:12]=[C:3]([O:2][CH3:1])[CH:4]=3)[C:9]2=[O:13])=[CH:17][CH:16]=1. The yield is 0.855.